From a dataset of Full USPTO retrosynthesis dataset with 1.9M reactions from patents (1976-2016). Predict the reactants needed to synthesize the given product. (1) Given the product [CH:5]1[C:6]([C:7]2[C:16](=[O:17])[C:15]3[C:14]([OH:18])=[CH:13][C:12]([OH:19])=[CH:11][C:10]=3[O:9][CH:8]=2)=[CH:1][CH:2]=[C:3]([OH:20])[CH:4]=1.[CH2:87]([OH:88])[C@H:57]1[O:58][C@@H:59]2[O:64][C@H:65]3[C@H:70]([OH:71])[C@@H:69]([OH:72])[C@@H:68]([O:73][C@H:74]4[C@H:80]([OH:81])[C@@H:79]([OH:82])[C@@H:77]([O:78][C@H:23]5[C@H:24]([OH:96])[C@@H:25]([OH:95])[C@@H:26]([O:28][C@H:29]6[C@H:34]([OH:35])[C@@H:33]([OH:36])[C@@H:32]([O:37][C@H:38]7[C@H:43]([OH:44])[C@@H:42]([OH:45])[C@@H:41]([O:46][C@H:47]8[C@H:52]([OH:53])[C@@H:51]([OH:54])[C@@H:50]([O:55][C@H:56]1[C@H:61]([OH:62])[C@H:60]2[OH:63])[O:49][C@@H:48]8[CH2:89][OH:90])[O:40][C@@H:39]7[CH2:91][OH:92])[O:31][C@@H:30]6[CH2:93][OH:94])[O:27][C@@H:22]5[CH2:21][OH:97])[O:76][C@@H:75]4[CH2:83][OH:84])[O:67][C@@H:66]3[CH2:85][OH:86].[NH2:98][C@H:99]([C:105]([OH:107])=[O:106])[CH2:100][CH2:101][C:102]([OH:104])=[O:103].[CH:5]1[C:6]([C:7]2[C:16](=[O:17])[C:15]3[C:14]([OH:18])=[CH:13][C:12]([OH:19])=[CH:11][C:10]=3[O:9][CH:8]=2)=[CH:1][CH:2]=[C:3]([OH:20])[CH:4]=1, predict the reactants needed to synthesize it. The reactants are: [CH:1]1[C:6]([C:7]2[C:16](=[O:17])[C:15]3[C:14]([OH:18])=[CH:13][C:12]([OH:19])=[CH:11][C:10]=3[O:9][CH:8]=2)=[CH:5][CH:4]=[C:3]([OH:20])[CH:2]=1.[CH2:21]([OH:97])[C@H:22]1[O:27][C@@H:26]2[O:28][C@H:29]3[C@H:34]([OH:35])[C@@H:33]([OH:36])[C@@H:32]([O:37][C@H:38]4[C@H:43]([OH:44])[C@@H:42]([OH:45])[C@@H:41]([O:46][C@H:47]5[C@H:52]([OH:53])[C@@H:51]([OH:54])[C@@H:50]([O:55][C@H:56]6[C@H:61]([OH:62])[C@@H:60]([OH:63])[C@@H:59]([O:64][C@H:65]7[C@H:70]([OH:71])[C@@H:69]([OH:72])[C@@H:68]([O:73][C@H:74]8[C@H:80]([OH:81])[C@@H:79]([OH:82])[C@@H:77]([O:78][C@H:23]1[C@H:24]([OH:96])[C@H:25]2[OH:95])[O:76][C@@H:75]8[CH2:83][OH:84])[O:67][C@@H:66]7[CH2:85][OH:86])[O:58][C@@H:57]6[CH2:87][OH:88])[O:49][C@@H:48]5[CH2:89][OH:90])[O:40][C@@H:39]4[CH2:91][OH:92])[O:31][C@@H:30]3[CH2:93][OH:94].[NH2:98][C@H:99]([C:105]([OH:107])=[O:106])[CH2:100][CH2:101][C:102]([OH:104])=[O:103]. (2) Given the product [C:1]([O:5][C:6](=[O:7])[N:8]([CH2:33][C:34]1[CH:43]=[CH:42][C:37]2[O:38][CH2:39][CH2:40][O:41][C:36]=2[CH:35]=1)[CH:9]1[CH2:10][CH2:11][N:12]([CH2:15][CH2:16][N:17]2[C:26]3[C:21](=[C:22]([O:27][CH2:28][C:29]([NH:54][CH3:58])=[O:30])[CH:23]=[CH:24][CH:25]=3)[CH:20]=[CH:19][C:18]2=[O:32])[CH2:13][CH2:14]1)([CH3:3])([CH3:2])[CH3:4], predict the reactants needed to synthesize it. The reactants are: [C:1]([O:5][C:6]([N:8]([CH2:33][C:34]1[CH:43]=[CH:42][C:37]2[O:38][CH2:39][CH2:40][O:41][C:36]=2[CH:35]=1)[CH:9]1[CH2:14][CH2:13][N:12]([CH2:15][CH2:16][N:17]2[C:26]3[C:21](=[C:22]([O:27][CH2:28][C:29](O)=[O:30])[CH:23]=[CH:24][CH:25]=3)[CH:20]=[CH:19][C:18]2=[O:32])[CH2:11][CH2:10]1)=[O:7])([CH3:4])([CH3:3])[CH3:2].Cl.CN.F[P-](F)(F)(F)(F)F.[N:54]1(O[P+](N2CCCC2)(N2CCCC2)N2CCCC2)[C:58]2C=CC=CC=2N=N1.C(N(CC)C(C)C)(C)C. (3) Given the product [Cl:18][C:19]1[C:20]([N:25]2[C:29]([C:30]([NH:1][C:2]3[C:3]([C:4](=[O:5])[N:6]=[S:7]([CH2:8][CH3:9])[CH2:10][CH3:11])=[CH:12][C:13]([Cl:17])=[CH:14][C:15]=3[Cl:16])=[O:31])=[CH:28][C:27]([C:33]([F:36])([F:34])[F:35])=[N:26]2)=[N:21][CH:22]=[CH:23][CH:24]=1, predict the reactants needed to synthesize it. The reactants are: [NH2:1][C:2]1[C:15]([Cl:16])=[CH:14][C:13]([Cl:17])=[CH:12][C:3]=1[C:4]([N:6]=[S:7]([CH2:10][CH3:11])[CH2:8][CH3:9])=[O:5].[Cl:18][C:19]1[C:20]([N:25]2[C:29]([C:30](Cl)=[O:31])=[CH:28][C:27]([C:33]([F:36])([F:35])[F:34])=[N:26]2)=[N:21][CH:22]=[CH:23][CH:24]=1. (4) Given the product [C:14]1([NH:13][C:11]([C:9]2[N:10]=[C:5]3[CH:4]=[CH:3][C:2]([C:30]4[CH:29]=[CH:28][NH:27][N:26]=4)=[CH:7][N:6]3[CH:8]=2)=[O:12])[CH:19]=[CH:18][CH:17]=[CH:16][CH:15]=1, predict the reactants needed to synthesize it. The reactants are: I[C:2]1[CH:3]=[CH:4][C:5]2[N:6]([CH:8]=[C:9]([C:11]([NH:13][C:14]3[CH:19]=[CH:18][CH:17]=[CH:16][CH:15]=3)=[O:12])[N:10]=2)[CH:7]=1.O1CCOCC1.[NH:26]1[CH:30]=[CH:29][C:28](B(O)O)=[N:27]1.C(=O)([O-])[O-].[Cs+].[Cs+]. (5) Given the product [NH2:24][C:21]1[N:22]=[CH:23][C:18]([C:10]2[C:9]([F:25])=[C:8]([C:13]([CH:14]3[CH2:17][CH2:16][CH2:15]3)=[CH:12][CH:11]=2)[O:7][CH2:6][C:5]2[CH:26]=[CH:27][C:2]([C:32]3[CH:31]=[N:30][C:29]([NH2:28])=[N:34][CH:33]=3)=[CH:3][CH:4]=2)=[N:19][CH:20]=1, predict the reactants needed to synthesize it. The reactants are: Br[C:2]1[CH:27]=[CH:26][C:5]([CH2:6][O:7][C:8]2[C:9]([F:25])=[C:10]([C:18]3[N:19]=[CH:20][C:21]([NH2:24])=[N:22][CH:23]=3)[CH:11]=[CH:12][C:13]=2[CH:14]2[CH2:17][CH2:16][CH2:15]2)=[CH:4][CH:3]=1.[NH2:28][C:29]1[N:34]=[CH:33][C:32](B(O)O)=[CH:31][N:30]=1.C([O-])([O-])=O.[Na+].[Na+].